From a dataset of Full USPTO retrosynthesis dataset with 1.9M reactions from patents (1976-2016). Predict the reactants needed to synthesize the given product. (1) Given the product [NH2:32][C:15]1[N:14]=[CH:13][C:12]([C:20]2[CH:25]=[CH:24][C:23]([C:26]3[CH:27]=[N:28][N:29]([CH3:31])[CH:30]=3)=[CH:22][CH:21]=2)=[C:11]2[C:16]=1[CH:17]=[CH:18][C:9]([C:7]([N:5]1[CH2:6][CH:3]([O:2][CH3:1])[CH2:4]1)=[O:8])=[N:10]2, predict the reactants needed to synthesize it. The reactants are: [CH3:1][O:2][CH:3]1[CH2:6][N:5]([C:7]([C:9]2[CH:18]=[CH:17][C:16]3[C:11](=[C:12]([C:20]4[CH:25]=[CH:24][C:23]([C:26]5[CH:27]=[N:28][N:29]([CH3:31])[CH:30]=5)=[CH:22][CH:21]=4)[CH:13]=[N+:14]([O-])[CH:15]=3)[N:10]=2)=[O:8])[CH2:4]1.[N:32]1C=CC=CC=1.C1(C)C=CC(S(Cl)(=O)=O)=CC=1.C(CN)O. (2) Given the product [C:4]([O:3][C:1]([NH:8][C@@H:9]([C:10]([NH:21][CH2:20][C:19]([F:23])([F:22])[F:18])=[O:12])[C:13]([OH:16])([CH3:15])[CH3:14])=[O:2])([CH3:5])([CH3:6])[CH3:7], predict the reactants needed to synthesize it. The reactants are: [C:1]([NH:8][C@H:9]([C:13]([OH:16])([CH3:15])[CH3:14])[C:10]([OH:12])=O)([O:3][C:4]([CH3:7])([CH3:6])[CH3:5])=[O:2].Cl.[F:18][C:19]([F:23])([F:22])[CH2:20][NH2:21].C(Cl)CCl.C1C=CC2N(O)N=NC=2C=1.CCN(C(C)C)C(C)C. (3) Given the product [CH3:18][O:17][C:3]1[C:4]([C:8]([N:10]2[CH2:11][CH2:12][N:13]([CH3:16])[CH2:14][CH2:15]2)=[O:9])=[CH:5][CH:6]=[CH:7][C:2]=1[NH:1][C:36]1[N:35]=[CH:34][C:33]2=[CH:32][CH:31]=[C:30]([C:25]3[CH:26]=[CH:27][CH:28]=[CH:29][C:24]=3[N:23]([CH3:47])[S:20]([CH3:19])(=[O:22])=[O:21])[N:38]2[N:37]=1, predict the reactants needed to synthesize it. The reactants are: [NH2:1][C:2]1[C:3]([O:17][CH3:18])=[C:4]([C:8]([N:10]2[CH2:15][CH2:14][N:13]([CH3:16])[CH2:12][CH2:11]2)=[O:9])[CH:5]=[CH:6][CH:7]=1.[CH3:19][S:20]([N:23]([CH3:47])[C:24]1[CH:29]=[CH:28][CH:27]=[CH:26][C:25]=1[C:30]1[N:38]2[C:33]([CH:34]=[N:35][C:36](OS(C(F)(F)F)(=O)=O)=[N:37]2)=[CH:32][CH:31]=1)(=[O:22])=[O:21].C(N(CC)C(C)C)(C)C.COCC(O)C. (4) The reactants are: [CH2:1]([O:3][C:4](=[O:19])[CH:5]([O:16][CH2:17][CH3:18])[CH2:6][C:7]1[CH:15]=[CH:14][CH:13]=[C:12]2[C:8]=1[CH:9]=[CH:10][NH:11]2)[CH3:2].Cl[CH2:21][C:22]1[N:23]=[C:24]([C:28]2[CH:33]=[CH:32][CH:31]=[CH:30][C:29]=2[F:34])[O:25][C:26]=1[CH3:27].[H-].[Na+]. Given the product [CH2:1]([O:3][C:4](=[O:19])[CH:5]([O:16][CH2:17][CH3:18])[CH2:6][C:7]1[CH:15]=[CH:14][CH:13]=[C:12]2[C:8]=1[CH:9]=[CH:10][N:11]2[CH2:21][C:22]1[N:23]=[C:24]([C:28]2[CH:33]=[CH:32][CH:31]=[CH:30][C:29]=2[F:34])[O:25][C:26]=1[CH3:27])[CH3:2], predict the reactants needed to synthesize it. (5) Given the product [CH3:38][O:39][C:40](=[O:41])[NH:42][C@@H:43]([CH:44]([C:45]1[CH:46]=[CH:47][CH:48]=[CH:49][CH:50]=1)[C:51]1[CH:52]=[CH:53][CH:54]=[CH:55][CH:56]=1)[C:57]([NH:36][C:31]1[CH:32]=[CH:33][CH:34]=[CH:35][C:30]=1[CH2:29][CH2:28][C@H:8]([NH:7][C:6]([O:5][C:1]([CH3:2])([CH3:3])[CH3:4])=[O:37])[CH2:9][O:10][Si:11]([C:24]([CH3:27])([CH3:26])[CH3:25])([C:12]1[CH:17]=[CH:16][CH:15]=[CH:14][CH:13]=1)[C:18]1[CH:19]=[CH:20][CH:21]=[CH:22][CH:23]=1)=[O:58], predict the reactants needed to synthesize it. The reactants are: [C:1]([O:5][C:6](=[O:37])[NH:7][C@@H:8]([CH2:28][CH2:29][C:30]1[CH:35]=[CH:34][CH:33]=[CH:32][C:31]=1[NH2:36])[CH2:9][O:10][Si:11]([C:24]([CH3:27])([CH3:26])[CH3:25])([C:18]1[CH:23]=[CH:22][CH:21]=[CH:20][CH:19]=1)[C:12]1[CH:17]=[CH:16][CH:15]=[CH:14][CH:13]=1)([CH3:4])([CH3:3])[CH3:2].[CH3:38][O:39][C:40]([NH:42][C@H:43]([C:57](O)=[O:58])[CH:44]([C:51]1[CH:56]=[CH:55][CH:54]=[CH:53][CH:52]=1)[C:45]1[CH:50]=[CH:49][CH:48]=[CH:47][CH:46]=1)=[O:41].CN(C(ON1N=NC2C=CC=NC1=2)=[N+](C)C)C.F[P-](F)(F)(F)(F)F. (6) Given the product [Br:24][C:11]1[C:10]2[C:9]([NH:13][C:14]3[CH:19]=[CH:18][CH:17]=[C:16]([CH3:20])[CH:15]=3)=[N:8][C:7]([S:21][CH3:22])=[N:6][C:5]=2[CH:4]=[CH:3][N:12]=1.[BrH:24], predict the reactants needed to synthesize it. The reactants are: CN(C)/[CH:3]=[CH:4]/[C:5]1[C:10]([C:11]#[N:12])=[C:9]([NH:13][C:14]2[CH:19]=[CH:18][CH:17]=[C:16]([CH3:20])[CH:15]=2)[N:8]=[C:7]([S:21][CH3:22])[N:6]=1.[BrH:24]. (7) Given the product [C:11]([CH2:12][C:13]1[C:9]([C:10]([OH:20])=[O:29])=[CH:8][C:7]([C:5]([N:4]([CH3:3])[CH3:21])=[O:6])=[C:15]([O:16][CH3:17])[CH:14]=1)#[N:18], predict the reactants needed to synthesize it. The reactants are: [OH-].[Na+].[CH3:3][N:4]([CH3:21])[C:5]([C:7]1[CH:8]=[C:9]2[C:13](=[CH:14][C:15]=1[O:16][CH3:17])[CH2:12][C:11](=[N:18]O)[C:10]2=[O:20])=[O:6].C1(C)C=CC(S(Cl)(=O)=[O:29])=CC=1. (8) Given the product [Cl:1][C:2]1[CH:7]=[C:6]([CH2:8][S:9]([CH3:11])(=[O:23])=[O:10])[CH:5]=[C:4]([CH:12]([F:14])[F:13])[N:3]=1, predict the reactants needed to synthesize it. The reactants are: [Cl:1][C:2]1[CH:7]=[C:6]([CH2:8][S:9]([CH3:11])=[O:10])[CH:5]=[C:4]([CH:12]([F:14])[F:13])[N:3]=1.ClC1C=CC=C(C(OO)=[O:23])C=1. (9) Given the product [F:23][C:17]1[CH:18]=[C:19]([CH3:22])[CH:20]=[CH:21][C:16]=1[C:8]1[C:7]([CH2:6][O:5][C:25]2[CH:30]=[CH:29][C:28]([CH2:31][CH2:32][C:33]([OH:35])=[O:34])=[C:27]([CH3:38])[C:26]=2[CH3:39])=[C:11]([C:12]([F:15])([F:14])[F:13])[S:10][N:9]=1, predict the reactants needed to synthesize it. The reactants are: CS([O:5][CH2:6][C:7]1[C:8]([C:16]2[CH:21]=[CH:20][C:19]([CH3:22])=[CH:18][C:17]=2[F:23])=[N:9][S:10][C:11]=1[C:12]([F:15])([F:14])[F:13])(=O)=O.O[C:25]1[CH:30]=[CH:29][C:28]([CH2:31][CH2:32][C:33]([O:35]CC)=[O:34])=[C:27]([CH3:38])[C:26]=1[CH3:39].